Dataset: Peptide-MHC class II binding affinity with 134,281 pairs from IEDB. Task: Regression. Given a peptide amino acid sequence and an MHC pseudo amino acid sequence, predict their binding affinity value. This is MHC class II binding data. (1) The peptide sequence is AFKVAATAAPAAPAN. The MHC is DRB1_1001 with pseudo-sequence DRB1_1001. The binding affinity (normalized) is 0.684. (2) The binding affinity (normalized) is 0.667. The MHC is DRB1_1602 with pseudo-sequence DRB1_1602. The peptide sequence is QVYPRSWSAVMLTFD. (3) The peptide sequence is KLAQRRVFHGVAKNP. The binding affinity (normalized) is 0.666. The MHC is DRB5_0101 with pseudo-sequence DRB5_0101. (4) The peptide sequence is VSLIAIIKGIVNLYK. The MHC is DRB1_1302 with pseudo-sequence DRB1_1302. The binding affinity (normalized) is 0.481. (5) The peptide sequence is WGAIWRIDTPDKLTG. The MHC is HLA-DPA10103-DPB10301 with pseudo-sequence HLA-DPA10103-DPB10301. The binding affinity (normalized) is 0.00998. (6) The peptide sequence is IIAGTPEVHAVKPGA. The MHC is HLA-DQA10501-DQB10301 with pseudo-sequence HLA-DQA10501-DQB10301. The binding affinity (normalized) is 0.687. (7) The binding affinity (normalized) is 0. The MHC is HLA-DQA10101-DQB10501 with pseudo-sequence HLA-DQA10101-DQB10501. The peptide sequence is DHTNFKYNYSVIEGG. (8) The peptide sequence is RDGVRRPQKRPSCIGCKGT. The MHC is DRB1_0101 with pseudo-sequence DRB1_0101. The binding affinity (normalized) is 0.395. (9) The peptide sequence is QQLLFIHFRIGCRHSRIG. The MHC is DRB1_0802 with pseudo-sequence DRB1_0802. The binding affinity (normalized) is 0.596.